Dataset: Forward reaction prediction with 1.9M reactions from USPTO patents (1976-2016). Task: Predict the product of the given reaction. (1) Given the reactants B(F)(F)F.CCOCC.[C:10]([O:14][C:15]([N:17]1[CH2:22][CH2:21][C:20](=[O:23])[CH2:19][CH2:18]1)=[O:16])([CH3:13])([CH3:12])[CH3:11].[CH2:24]([O:26][C:27](=[O:31])[CH:28]=[N+]=[N-])[CH3:25], predict the reaction product. The product is: [CH2:24]([O:26][C:27]([CH:28]1[C:20](=[O:23])[CH2:19][CH2:18][N:17]([C:15]([O:14][C:10]([CH3:11])([CH3:13])[CH3:12])=[O:16])[CH2:22][CH2:21]1)=[O:31])[CH3:25]. (2) The product is: [Cl:1][C:2]1[N:7]=[C:6]([C:8]2[N:38]3[CH:39]=[CH:40][CH:41]=[C:42]([F:43])[C:37]3=[N:36][C:9]=2[C:11]2[CH:12]=[C:13]([CH:25]=[CH:26][CH:27]=2)[C:14]([NH:16][C:17]2[C:22]([F:23])=[CH:21][CH:20]=[CH:19][C:18]=2[F:24])=[O:15])[CH:5]=[CH:4][N:3]=1. Given the reactants [Cl:1][C:2]1[N:7]=[C:6]([CH2:8][C:9]([C:11]2[CH:12]=[C:13]([CH:25]=[CH:26][CH:27]=2)[C:14]([NH:16][C:17]2[C:22]([F:23])=[CH:21][CH:20]=[CH:19][C:18]=2[F:24])=[O:15])=O)[CH:5]=[CH:4][N:3]=1.C1C(=O)N(Br)C(=O)C1.[NH2:36][C:37]1[C:42]([F:43])=[CH:41][CH:40]=[CH:39][N:38]=1.CCOCC, predict the reaction product. (3) Given the reactants [CH2:1]([N:9]1[CH2:14][CH2:13][NH:12][CH2:11][CH2:10]1)[CH2:2][C:3]1[CH:8]=[CH:7][CH:6]=[CH:5][CH:4]=1.CCN(C(C)C)C(C)C.Cl[C:25]1[C:30]([Cl:31])=[CH:29][N:28]=[C:27]([NH2:32])[C:26]=1[N+:33]([O-:35])=[O:34], predict the reaction product. The product is: [Cl:31][C:30]1[C:25]([N:12]2[CH2:11][CH2:10][N:9]([CH2:1][CH2:2][C:3]3[CH:4]=[CH:5][CH:6]=[CH:7][CH:8]=3)[CH2:14][CH2:13]2)=[C:26]([N+:33]([O-:35])=[O:34])[C:27]([NH2:32])=[N:28][CH:29]=1. (4) Given the reactants [O:1]1[CH2:6][CH2:5][CH:4]([NH2:7])[CH2:3][CH2:2]1.[Br:8][C:9]1[CH:17]=[CH:16][C:12]([C:13](O)=[O:14])=[CH:11][CH:10]=1, predict the reaction product. The product is: [Br:8][C:9]1[CH:17]=[CH:16][C:12]([C:13]([NH:7][CH:4]2[CH2:5][CH2:6][O:1][CH2:2][CH2:3]2)=[O:14])=[CH:11][CH:10]=1. (5) Given the reactants [CH3:1][O:2][C:3]1[CH:17]=[CH:16][C:6]([O:7][C:8]2[CH:9]=[C:10]([CH:13]=[CH:14][CH:15]=2)[CH2:11][NH2:12])=[CH:5][CH:4]=1.[NH2:18][C:19]1[N:27]=[C:26]([CH3:28])[CH:25]=[CH:24][C:20]=1[C:21](O)=[O:22].ON1C2C=CC=CC=2N=N1.CCN=C=NCCCN(C)C, predict the reaction product. The product is: [CH3:1][O:2][C:3]1[CH:17]=[CH:16][C:6]([O:7][C:8]2[CH:9]=[C:10]([CH2:11][NH:12][C:21](=[O:22])[C:20]3[CH:24]=[CH:25][C:26]([CH3:28])=[N:27][C:19]=3[NH2:18])[CH:13]=[CH:14][CH:15]=2)=[CH:5][CH:4]=1. (6) Given the reactants [NH:1]1[C:9]2[C:4](=[C:5]([C:10]3[N:11]=[C:12]([N:22]4[CH2:27][CH2:26][O:25][CH2:24][CH2:23]4)[C:13]4[S:18][C:17]([C:19]([OH:21])=O)=[CH:16][C:14]=4[N:15]=3)[CH:6]=[CH:7][CH:8]=2)[CH:3]=[N:2]1.[NH2:28][C:29]1[CH:34]=[CH:33][CH:32]=[CH:31][CH:30]=1, predict the reaction product. The product is: [NH:1]1[C:9]2[C:4](=[C:5]([C:10]3[N:11]=[C:12]([N:22]4[CH2:23][CH2:24][O:25][CH2:26][CH2:27]4)[C:13]4[S:18][C:17]([C:19]([NH:28][C:29]5[CH:34]=[CH:33][CH:32]=[CH:31][CH:30]=5)=[O:21])=[CH:16][C:14]=4[N:15]=3)[CH:6]=[CH:7][CH:8]=2)[CH:3]=[N:2]1. (7) The product is: [NH4+:11].[OH-:12].[Br:15][CH2:16][C:17]([NH:14][C:6]1[CH:7]=[C:8]([N+:11]([O-:13])=[O:12])[CH:9]=[CH:10][C:5]=1[C:1]([CH3:4])([CH3:2])[CH3:3])=[O:18]. Given the reactants [C:1]([C:5]1[CH:10]=[CH:9][C:8]([N+:11]([O-:13])=[O:12])=[CH:7][C:6]=1[NH2:14])([CH3:4])([CH3:3])[CH3:2].[Br:15][CH2:16][C:17](Br)=[O:18], predict the reaction product.